Task: Predict the reactants needed to synthesize the given product.. Dataset: Full USPTO retrosynthesis dataset with 1.9M reactions from patents (1976-2016) (1) Given the product [Cl:1][C:2]1[C:6]([S:8]([Cl:12])(=[O:10])=[O:9])=[CH:5][N:4]([CH3:7])[N:3]=1, predict the reactants needed to synthesize it. The reactants are: [Cl:1][C:2]1[CH:6]=[CH:5][N:4]([CH3:7])[N:3]=1.[S:8]([Cl:12])(=O)(=[O:10])[OH:9]. (2) Given the product [Cl:1][C:2]1[CH:7]=[CH:6][C:5]([C:8]2[CH2:12][C:11]([C:17]3[CH:22]=[C:21]([CH3:23])[C:20]([NH:24][C:25](=[O:35])[C:26]4[CH:31]=[CH:30][CH:29]=[C:28]([NH2:32])[CH:27]=4)=[C:19]([CH3:36])[CH:18]=3)([C:13]([F:14])([F:15])[F:16])[O:10][N:9]=2)=[CH:4][CH:3]=1, predict the reactants needed to synthesize it. The reactants are: [Cl:1][C:2]1[CH:7]=[CH:6][C:5]([C:8]2[CH2:12][C:11]([C:17]3[CH:22]=[C:21]([CH3:23])[C:20]([NH:24][C:25](=[O:35])[C:26]4[CH:31]=[CH:30][CH:29]=[C:28]([N+:32]([O-])=O)[CH:27]=4)=[C:19]([CH3:36])[CH:18]=3)([C:13]([F:16])([F:15])[F:14])[O:10][N:9]=2)=[CH:4][CH:3]=1.[Sn](Cl)Cl.Cl. (3) Given the product [Cl:34][C:35]1[CH:36]=[CH:38][C:39]([F:42])=[C:40]([N:12]([CH2:13][C:14]([NH:16][CH2:17][C:18]2[CH:23]=[CH:22][N:21]=[CH:20][CH:19]=2)=[O:15])[S:24]([C:27]2[CH:28]=[CH:29][CH:30]=[CH:31][CH:32]=2)(=[O:26])=[O:25])[CH:41]=1, predict the reactants needed to synthesize it. The reactants are: ClC1C=CC(C(F)(F)F)=CC=1[N:12]([S:24]([C:27]1[CH:32]=[CH:31][C:30](C)=[CH:29][CH:28]=1)(=[O:26])=[O:25])[CH2:13][C:14]([NH:16][CH2:17][C:18]1[CH:23]=[CH:22][N:21]=[CH:20][CH:19]=1)=[O:15].[Cl:34][C:35]1[CH:41]=[CH:40][C:39]([F:42])=[CH:38][C:36]=1N.ClC1C=CC(C(F)(F)F)=CC=1N.